This data is from NCI-60 drug combinations with 297,098 pairs across 59 cell lines. The task is: Regression. Given two drug SMILES strings and cell line genomic features, predict the synergy score measuring deviation from expected non-interaction effect. (1) Drug 1: CC1=CC=C(C=C1)C2=CC(=NN2C3=CC=C(C=C3)S(=O)(=O)N)C(F)(F)F. Drug 2: CN(C(=O)NC(C=O)C(C(C(CO)O)O)O)N=O. Cell line: OVCAR-4. Synergy scores: CSS=4.93, Synergy_ZIP=-1.65, Synergy_Bliss=-1.55, Synergy_Loewe=0.663, Synergy_HSA=-0.920. (2) Cell line: HCT116. Drug 1: CS(=O)(=O)CCNCC1=CC=C(O1)C2=CC3=C(C=C2)N=CN=C3NC4=CC(=C(C=C4)OCC5=CC(=CC=C5)F)Cl. Synergy scores: CSS=42.5, Synergy_ZIP=-1.69, Synergy_Bliss=-4.76, Synergy_Loewe=-14.4, Synergy_HSA=-1.98. Drug 2: CCC1(C2=C(COC1=O)C(=O)N3CC4=CC5=C(C=CC(=C5CN(C)C)O)N=C4C3=C2)O.